Dataset: Forward reaction prediction with 1.9M reactions from USPTO patents (1976-2016). Task: Predict the product of the given reaction. (1) Given the reactants Br[C:2]1[C:10]2[C:5](=[CH:6][CH:7]=[CH:8][C:9]=2[N+:11]([O-:13])=[O:12])[N:4]([CH2:14][C:15]2[S:16][C:17]([CH3:20])=[N:18][N:19]=2)[N:3]=1.[CH:21]1(B(O)O)[CH2:23][CH2:22]1.C(=O)([O-])[O-].[K+].[K+].C1(P(C2CCCCC2)C2C=CC=CC=2C2C(OC)=CC=C(S([O-])(=O)=O)C=2OC)CCCCC1.[Na+], predict the reaction product. The product is: [CH:21]1([C:2]2[C:10]3[C:5](=[CH:6][CH:7]=[CH:8][C:9]=3[N+:11]([O-:13])=[O:12])[N:4]([CH2:14][C:15]3[S:16][C:17]([CH3:20])=[N:18][N:19]=3)[N:3]=2)[CH2:23][CH2:22]1. (2) Given the reactants [CH3:1][S:2][CH2:3][CH2:4][CH:5]=[O:6].[CH2:7](O)[CH2:8][OH:9].C1(C)C=CC(S(O)(=O)=O)=CC=1, predict the reaction product. The product is: [CH3:1][S:2][CH2:3][CH2:4][CH:5]1[O:9][CH2:8][CH2:7][O:6]1.